Dataset: Reaction yield outcomes from USPTO patents with 853,638 reactions. Task: Predict the reaction yield, written as a fraction of the theoretical maximum amount of product (1.0 means a 100% yield; for example, 0.34 means a 34% yield). (1) The reactants are [CH2:1]([NH:8][C:9]1[CH:16]=[CH:15][C:12]([C:13]#[N:14])=[CH:11][CH:10]=1)[C:2]1[CH:7]=[CH:6][CH:5]=[CH:4][CH:3]=1.[H-].[Al+3].[Li+].[H-].[H-].[H-].O.[OH-].[Na+]. The catalyst is O1CCCC1. The product is [NH2:14][CH2:13][C:12]1[CH:15]=[CH:16][C:9]([NH:8][CH2:1][C:2]2[CH:7]=[CH:6][CH:5]=[CH:4][CH:3]=2)=[CH:10][CH:11]=1. The yield is 0.990. (2) The reactants are CO[CH2:3][N:4]([CH2:10][C:11]1[CH:16]=[CH:15][CH:14]=[CH:13][CH:12]=1)[CH2:5][Si](C)(C)C.[Cl:17][C:18]1[CH:23]=[CH:22][C:21](/[CH:24]=[CH:25]/[N+:26]([O-:28])=[O:27])=[CH:20][C:19]=1[F:29].FC(F)(F)C(O)=O. The catalyst is C(Cl)Cl. The product is [CH2:10]([N:4]1[CH2:5][CH:25]([N+:26]([O-:28])=[O:27])[CH:24]([C:21]2[CH:22]=[CH:23][C:18]([Cl:17])=[C:19]([F:29])[CH:20]=2)[CH2:3]1)[C:11]1[CH:16]=[CH:15][CH:14]=[CH:13][CH:12]=1. The yield is 0.550. (3) The reactants are [NH2:1][C:2]1[S:3][CH:4]=[C:5]([CH2:7][O:8]/[N:9]=[C:10](/[C:16]2[CH:21]=[CH:20][CH:19]=[CH:18][CH:17]=2)\[C:11](=[NH:15])[N:12]([OH:14])[CH3:13])[N:6]=1.C(N(CC)CC)C.[C:29](Cl)(Cl)=[S:30]. The catalyst is C1COCC1. The product is [NH2:1][C:2]1[S:3][CH:4]=[C:5]([CH2:7][O:8]/[N:9]=[C:10](/[C:16]2[CH:21]=[CH:20][CH:19]=[CH:18][CH:17]=2)\[C:11]2[N:12]([CH3:13])[O:14][C:29](=[S:30])[N:15]=2)[N:6]=1. The yield is 0.520.